Dataset: hERG Central: cardiac toxicity at 1µM, 10µM, and general inhibition. Task: Predict hERG channel inhibition at various concentrations. (1) The compound is CC(C)CN1CCC(=O)N([C@H](COc2ccccc2)c2ccccc2)CC1. Results: hERG_inhib (hERG inhibition (general)): blocker. (2) The molecule is CCOc1ccc(OCCC(=O)N(CC)CC(=O)NCc2ccc(Cl)cc2)cc1. Results: hERG_inhib (hERG inhibition (general)): blocker.